This data is from Forward reaction prediction with 1.9M reactions from USPTO patents (1976-2016). The task is: Predict the product of the given reaction. (1) Given the reactants [N:1]([O-:3])=O.[Na+].[C:5]([O:11][CH3:12])(=[O:10])[CH2:6][C:7]([CH3:9])=[O:8], predict the reaction product. The product is: [OH:3][N:1]=[C:6]([C:7](=[O:8])[CH3:9])[C:5]([O:11][CH3:12])=[O:10]. (2) Given the reactants [CH2:1]([O:3][C:4]([C:6]1[CH:7]=[C:8]2[N:13]([C:14]=1[CH:15]([CH3:17])[CH3:16])[CH:12]=[CH:11][C:10]([CH2:18]OS(C)(=O)=O)=[CH:9]2)=[O:5])[CH3:2].[N-:24]=[N+:25]=[N-:26].[Na+], predict the reaction product. The product is: [CH2:1]([O:3][C:4]([C:6]1[CH:7]=[C:8]2[N:13]([C:14]=1[CH:15]([CH3:17])[CH3:16])[CH:12]=[CH:11][C:10]([CH2:18][N:24]=[N+:25]=[N-:26])=[CH:9]2)=[O:5])[CH3:2].